This data is from Full USPTO retrosynthesis dataset with 1.9M reactions from patents (1976-2016). The task is: Predict the reactants needed to synthesize the given product. Given the product [CH3:1][N:2]1[CH:6]=[CH:5][C:4]([NH:7][C:8]([C:10]2[C:15]([NH:18][C:19]3[CH:24]=[CH:23][C:22]([F:25])=[C:21]([CH3:26])[N:20]=3)=[CH:14][CH:13]=[C:12]([CH3:17])[N:11]=2)=[O:9])=[N:3]1, predict the reactants needed to synthesize it. The reactants are: [CH3:1][N:2]1[CH:6]=[CH:5][C:4]([NH:7][C:8]([C:10]2[C:15](Br)=[CH:14][CH:13]=[C:12]([CH3:17])[N:11]=2)=[O:9])=[N:3]1.[NH2:18][C:19]1[CH:24]=[CH:23][C:22]([F:25])=[C:21]([CH3:26])[N:20]=1.